From a dataset of NCI-60 drug combinations with 297,098 pairs across 59 cell lines. Regression. Given two drug SMILES strings and cell line genomic features, predict the synergy score measuring deviation from expected non-interaction effect. (1) Drug 1: C1=NC2=C(N1)C(=S)N=C(N2)N. Drug 2: CC1=C(C(=CC=C1)Cl)NC(=O)C2=CN=C(S2)NC3=CC(=NC(=N3)C)N4CCN(CC4)CCO. Cell line: HT29. Synergy scores: CSS=45.6, Synergy_ZIP=-2.33, Synergy_Bliss=-0.645, Synergy_Loewe=-3.62, Synergy_HSA=0.141. (2) Drug 1: CN(C)C1=NC(=NC(=N1)N(C)C)N(C)C. Drug 2: C1C(C(OC1N2C=C(C(=O)NC2=O)F)CO)O. Cell line: HT29. Synergy scores: CSS=46.8, Synergy_ZIP=7.47, Synergy_Bliss=8.76, Synergy_Loewe=-22.8, Synergy_HSA=5.29. (3) Drug 1: C1CCC(C(C1)N)N.C(=O)(C(=O)[O-])[O-].[Pt+4]. Drug 2: CC12CCC3C(C1CCC2OP(=O)(O)O)CCC4=C3C=CC(=C4)OC(=O)N(CCCl)CCCl.[Na+]. Cell line: U251. Synergy scores: CSS=21.6, Synergy_ZIP=1.47, Synergy_Bliss=7.39, Synergy_Loewe=-12.1, Synergy_HSA=-3.75. (4) Drug 1: CC1C(C(CC(O1)OC2CC(CC3=C2C(=C4C(=C3O)C(=O)C5=C(C4=O)C(=CC=C5)OC)O)(C(=O)CO)O)N)O.Cl. Drug 2: CC1CCCC2(C(O2)CC(NC(=O)CC(C(C(=O)C(C1O)C)(C)C)O)C(=CC3=CSC(=N3)C)C)C. Cell line: BT-549. Synergy scores: CSS=39.8, Synergy_ZIP=-0.530, Synergy_Bliss=-2.84, Synergy_Loewe=-13.6, Synergy_HSA=-1.41. (5) Drug 1: CC12CCC3C(C1CCC2O)C(CC4=C3C=CC(=C4)O)CCCCCCCCCS(=O)CCCC(C(F)(F)F)(F)F. Drug 2: CC1C(C(CC(O1)OC2CC(CC3=C2C(=C4C(=C3O)C(=O)C5=C(C4=O)C(=CC=C5)OC)O)(C(=O)CO)O)N)O.Cl. Cell line: HL-60(TB). Synergy scores: CSS=44.9, Synergy_ZIP=1.22, Synergy_Bliss=0.721, Synergy_Loewe=-5.33, Synergy_HSA=0.308. (6) Drug 1: C1CC(=O)NC(=O)C1N2CC3=C(C2=O)C=CC=C3N. Drug 2: CC1C(C(CC(O1)OC2CC(CC3=C2C(=C4C(=C3O)C(=O)C5=CC=CC=C5C4=O)O)(C(=O)C)O)N)O. Cell line: PC-3. Synergy scores: CSS=50.4, Synergy_ZIP=0.0469, Synergy_Bliss=1.15, Synergy_Loewe=-24.5, Synergy_HSA=0.906. (7) Drug 1: C1CCC(C1)C(CC#N)N2C=C(C=N2)C3=C4C=CNC4=NC=N3. Drug 2: CC1CCCC2(C(O2)CC(NC(=O)CC(C(C(=O)C(C1O)C)(C)C)O)C(=CC3=CSC(=N3)C)C)C. Cell line: LOX IMVI. Synergy scores: CSS=1.34, Synergy_ZIP=-3.31, Synergy_Bliss=-2.88, Synergy_Loewe=-1.24, Synergy_HSA=-1.25. (8) Drug 1: CC=C1C(=O)NC(C(=O)OC2CC(=O)NC(C(=O)NC(CSSCCC=C2)C(=O)N1)C(C)C)C(C)C. Drug 2: CC1=C(C(=CC=C1)Cl)NC(=O)C2=CN=C(S2)NC3=CC(=NC(=N3)C)N4CCN(CC4)CCO. Cell line: HCT116. Synergy scores: CSS=34.1, Synergy_ZIP=-0.967, Synergy_Bliss=-0.701, Synergy_Loewe=-21.0, Synergy_HSA=-1.79. (9) Drug 1: C1=NC2=C(N=C(N=C2N1C3C(C(C(O3)CO)O)O)F)N. Drug 2: C1CC(=O)NC(=O)C1N2C(=O)C3=CC=CC=C3C2=O. Cell line: U251. Synergy scores: CSS=-0.695, Synergy_ZIP=4.59, Synergy_Bliss=6.51, Synergy_Loewe=3.14, Synergy_HSA=-0.0611.